From a dataset of Reaction yield outcomes from USPTO patents with 853,638 reactions. Predict the reaction yield, written as a fraction of the theoretical maximum amount of product (1.0 means a 100% yield; for example, 0.34 means a 34% yield). (1) The reactants are [C:1]([C:3]1[CH:4]=[N:5][CH:6]=[CH:7][CH:8]=1)#N.[C:9](#N)[C:10]1[CH:15]=[CH:14][CH:13]=[CH:12][CH:11]=1. No catalyst specified. The product is [C:10]1([C:9]#[C:1][C:3]2[CH:4]=[N:5][CH:6]=[CH:7][CH:8]=2)[CH:15]=[CH:14][CH:13]=[CH:12][CH:11]=1. The yield is 0.450. (2) The yield is 0.780. The reactants are [NH2:1][C:2]1[CH:12]=[CH:11][C:5]([C:6]([N:8]([CH3:10])[CH3:9])=O)=[C:4]([C:13]([F:16])([F:15])[F:14])[CH:3]=1.CSC.CO. The catalyst is C1COCC1. The product is [CH3:10][N:8]([CH2:6][C:5]1[CH:11]=[CH:12][C:2]([NH2:1])=[CH:3][C:4]=1[C:13]([F:14])([F:16])[F:15])[CH3:9].